From a dataset of Forward reaction prediction with 1.9M reactions from USPTO patents (1976-2016). Predict the product of the given reaction. (1) The product is: [Br:11][C:8]1[CH:9]=[C:10]2[CH2:2][C:3](=[O:12])[NH:4][C:5]2=[N:6][CH:7]=1. Given the reactants Br[C:2]1(Br)[C:10]2[C:5](=[N:6][CH:7]=[C:8]([Br:11])[CH:9]=2)[NH:4][C:3]1=[O:12].[Cl-].[NH4+], predict the reaction product. (2) Given the reactants [OH:1][C@@H:2]([C:7]1[CH:12]=[CH:11][CH:10]=[CH:9][CH:8]=1)[C:3]([O:5][CH3:6])=[O:4].[S:13](Cl)([CH3:16])(=[O:15])=[O:14].Cl, predict the reaction product. The product is: [CH3:16][S:13]([O:1][C@@H:2]([C:7]1[CH:12]=[CH:11][CH:10]=[CH:9][CH:8]=1)[C:3]([O:5][CH3:6])=[O:4])(=[O:15])=[O:14]. (3) Given the reactants [C:1]12([C:11]3[CH:30]=[CH:29][C:14]([O:15][CH2:16][C:17]([NH:19][C:20]4[CH:21]=[C:22]([CH:26]=[CH:27][CH:28]=4)[C:23](O)=[O:24])=[O:18])=[CH:13][CH:12]=3)[CH2:10][CH:5]3[CH2:6][CH:7]([CH2:9][CH:3]([CH2:4]3)[CH2:2]1)[CH2:8]2.[CH:31]1[C:40]2[C:35](=[CH:36][CH:37]=[CH:38][CH:39]=2)[CH:34]=[CH:33][C:32]=1[NH2:41].CCN(C(C)C)C(C)C.C(Cl)CCl.C1C=CC2N(O)N=NC=2C=1, predict the reaction product. The product is: [C:1]12([C:11]3[CH:30]=[CH:29][C:14]([O:15][CH2:16][C:17]([NH:19][C:20]4[CH:21]=[C:22]([CH:26]=[CH:27][CH:28]=4)[C:23]([NH:41][C:32]4[CH:33]=[CH:34][C:35]5[C:40](=[CH:39][CH:38]=[CH:37][CH:36]=5)[CH:31]=4)=[O:24])=[O:18])=[CH:13][CH:12]=3)[CH2:8][CH:7]3[CH2:9][CH:3]([CH2:4][CH:5]([CH2:6]3)[CH2:10]1)[CH2:2]2. (4) Given the reactants FC1C=C(C=C(F)C=1)C(OC12CC(CO)(CC1)CC2)=O.FC1C=C(C=C(F)C=1)C(OC12CC(C(O)=O)(CC1)CC2)=O.[F:42][C:43]1[CH:44]=[C:45]([CH:61]=[C:62]([F:64])[CH:63]=1)[C:46]([O:48][C:49]12[CH2:55][C:52]([CH2:56][CH2:57][C:58](O)=[O:59])([CH2:53][CH2:54]1)[CH2:51][CH2:50]2)=[O:47], predict the reaction product. The product is: [F:42][C:43]1[CH:44]=[C:45]([CH:61]=[C:62]([F:64])[CH:63]=1)[C:46]([O:48][C:49]12[CH2:55][C:52]([CH2:56][CH2:57][CH2:58][OH:59])([CH2:51][CH2:50]1)[CH2:53][CH2:54]2)=[O:47]. (5) Given the reactants [C:1]([O:5][C:6]([NH:8][CH2:9][C:10]([O:12][CH2:13][CH2:14][C:15]([CH3:26])([CH3:25])[CH2:16][O:17][Si](C)(C)C(C)(C)C)=[O:11])=[O:7])([CH3:4])([CH3:3])[CH3:2].F.F.F.C(N(CC)CC)C, predict the reaction product. The product is: [C:1]([O:5][C:6]([NH:8][CH2:9][C:10]([O:12][CH2:13][CH2:14][C:15]([CH3:26])([CH3:25])[CH2:16][OH:17])=[O:11])=[O:7])([CH3:4])([CH3:3])[CH3:2]. (6) Given the reactants Cl[C:2]1[CH:3]=[C:4]([CH:30]=[CH:31][CH:32]=1)[CH2:5][CH:6]1[C:15]2[C:10](=[CH:11][CH:12]=[C:13]([CH2:16][CH2:17][S:18]([CH2:21][CH2:22][CH3:23])(=O)=O)[CH:14]=2)[CH2:9][CH2:8][CH:7]1[NH:24][C:25](=[O:29])[O:26][CH2:27][CH3:28].C([O-])=O.[NH4+], predict the reaction product. The product is: [CH2:27]([O:26][C:25](=[O:29])[NH:24][CH:7]1[CH2:8][CH2:9][C:10]2[C:15](=[CH:14][C:13]([CH2:16][CH2:17][S:18][CH2:21][CH2:22][CH3:23])=[CH:12][CH:11]=2)[CH:6]1[CH2:5][C:4]1[CH:3]=[CH:2][CH:32]=[CH:31][CH:30]=1)[CH3:28].